This data is from Forward reaction prediction with 1.9M reactions from USPTO patents (1976-2016). The task is: Predict the product of the given reaction. (1) Given the reactants [CH3:1][CH:2]1[CH2:7][C:6](=[O:8])[CH2:5][CH2:4][N:3]1[C:9]([O:11][C:12]([CH3:15])([CH3:14])[CH3:13])=[O:10].[BH4-].[Na+].O.C(OCC)(=O)C, predict the reaction product. The product is: [OH:8][CH:6]1[CH2:5][CH2:4][N:3]([C:9]([O:11][C:12]([CH3:15])([CH3:14])[CH3:13])=[O:10])[CH:2]([CH3:1])[CH2:7]1. (2) Given the reactants C(OC([N:8]1[CH2:13][CH2:12][CH:11]([O:14][C:15]2[CH:16]=[C:17]3[C:22](=[CH:23][C:24]=2[CH2:25][CH3:26])[C:21](=[O:27])[N:20](CC2C=CC(OC)=CC=2)[CH:19]=[CH:18]3)[CH2:10][CH2:9]1)=O)(C)(C)C.BrC1C=C2C(C=CNC2=O)=CC=1OC1CCNCC1, predict the reaction product. The product is: [CH2:25]([C:24]1[CH:23]=[C:22]2[C:17]([CH:18]=[CH:19][NH:20][C:21]2=[O:27])=[CH:16][C:15]=1[O:14][CH:11]1[CH2:12][CH2:13][NH:8][CH2:9][CH2:10]1)[CH3:26]. (3) Given the reactants [CH3:1]NCCC=C.[CH2:7]([N:10]([CH3:17])[C:11](=[O:16])[O:12][CH:13]([CH3:15])[CH3:14])[CH:8]=[CH2:9], predict the reaction product. The product is: [CH2:7]([N:10]([CH3:17])[C:11](=[O:16])[O:12][CH:13]([CH3:15])[CH3:14])[CH2:8][CH:9]=[CH2:1]. (4) Given the reactants [CH3:1][O:2][C:3]1[CH:11]=[C:10]2[C:6]([CH:7]=[C:8]([C:12]([O:14][CH2:15][CH3:16])=[O:13])[NH:9]2)=[CH:5][CH:4]=1.[H-].[Na+].[Cl-].[C:20](#[N:22])[CH3:21], predict the reaction product. The product is: [C:20]([CH2:21][N:9]1[C:10]2[C:6](=[CH:5][CH:4]=[C:3]([O:2][CH3:1])[CH:11]=2)[CH:7]=[C:8]1[C:12]([O:14][CH2:15][CH3:16])=[O:13])#[N:22].